From a dataset of Catalyst prediction with 721,799 reactions and 888 catalyst types from USPTO. Predict which catalyst facilitates the given reaction. (1) Reactant: [Cl:1][C:2]1[C:7]([N+:8]([O-])=O)=[C:6]([NH:11][CH2:12][CH:13]([CH3:15])[CH3:14])[C:5]([CH3:16])=[C:4]([CH3:17])[N:3]=1. Product: [Cl:1][C:2]1[C:7]([NH2:8])=[C:6]([NH:11][CH2:12][CH:13]([CH3:15])[CH3:14])[C:5]([CH3:16])=[C:4]([CH3:17])[N:3]=1. The catalyst class is: 612. (2) Reactant: [Cl:1][C:2]1[C:3]([CH3:12])=[C:4]([NH:8][C:9](=[O:11])[CH3:10])[CH:5]=[CH:6][CH:7]=1.[Br:13]Br. Product: [Br:13][C:7]1[CH:6]=[CH:5][C:4]([NH:8][C:9](=[O:11])[CH3:10])=[C:3]([CH3:12])[C:2]=1[Cl:1]. The catalyst class is: 52. (3) Reactant: [H-].[Na+].[Cl:3][C:4]1[CH:9]=[CH:8][C:7]([C:10]2[NH:14][CH:13]=[C:12]([C:15]([O:17][CH2:18][CH3:19])=[O:16])[C:11]=2[CH3:20])=[CH:6][CH:5]=1.[CH3:21]I. Product: [Cl:3][C:4]1[CH:9]=[CH:8][C:7]([C:10]2[N:14]([CH3:21])[CH:13]=[C:12]([C:15]([O:17][CH2:18][CH3:19])=[O:16])[C:11]=2[CH3:20])=[CH:6][CH:5]=1. The catalyst class is: 1. (4) Reactant: [CH3:1][O:2][C:3]([C:5]1[N:6]([C:16]2[CH:21]=[C:20](Cl)[CH:19]=[CH:18][C:17]=2[N+:23]([O-:25])=[O:24])[CH:7]=[C:8]([C:10]2[CH:15]=[CH:14][CH:13]=[CH:12][CH:11]=2)[CH:9]=1)=[O:4].[CH3:26][N:27]1[CH2:32][CH2:31][NH:30][CH2:29][CH2:28]1.CCN(C(C)C)C(C)C. Product: [CH3:1][O:2][C:3]([C:5]1[N:6]([C:16]2[CH:21]=[C:20]([N:30]3[CH2:31][CH2:32][N:27]([CH3:26])[CH2:28][CH2:29]3)[CH:19]=[CH:18][C:17]=2[N+:23]([O-:25])=[O:24])[CH:7]=[C:8]([C:10]2[CH:15]=[CH:14][CH:13]=[CH:12][CH:11]=2)[CH:9]=1)=[O:4]. The catalyst class is: 197. (5) Reactant: [NH2:1][C:2]1[N:7]=[CH:6][N:5]=[C:4]2[N:8]([CH:32]3[CH2:37][CH2:36][CH:35]([N:38]4[CH2:43][CH2:42][N:41]([CH2:44][CH2:45][NH:46][C:47](=O)OC(C)(C)C)[CH2:40][CH2:39]4)[CH2:34][CH2:33]3)[N:9]=[C:10]([C:11]3[CH:16]=[CH:15][C:14]([NH:17][C:18]([C:20]4[N:21]([CH3:29])[C:22]5[C:27]([CH:28]=4)=[CH:26][CH:25]=[CH:24][CH:23]=5)=[O:19])=[C:13]([O:30][CH3:31])[CH:12]=3)[C:3]=12.FC(F)(F)C(O)=O.[C:61]12([CH2:71][CH2:72][CH:73](C)[C:74](O)=O)[CH2:70][CH:65]3[CH2:66][CH:67]([CH2:69][CH:63]([CH2:64]3)[CH2:62]1)[CH2:68]2.Cl.C(N=C=NCCCN(C)C)C.[OH2:90]. Product: [C:61]12([CH2:71][CH2:72][C@@H:73]([CH3:74])[C:47]([NH:46][CH2:45][CH2:44][N:41]3[CH2:42][CH2:43][N:38]([CH:35]4[CH2:36][CH2:37][CH:32]([N:8]5[C:4]6=[N:5][CH:6]=[N:7][C:2]([NH2:1])=[C:3]6[C:10]([C:11]6[CH:16]=[CH:15][C:14]([NH:17][C:18]([C:20]7[N:21]([CH3:29])[C:22]8[C:27]([CH:28]=7)=[CH:26][CH:25]=[CH:24][CH:23]=8)=[O:19])=[C:13]([O:30][CH3:31])[CH:12]=6)=[N:9]5)[CH2:33][CH2:34]4)[CH2:39][CH2:40]3)=[O:90])[CH2:62][CH:63]3[CH2:69][CH:67]([CH2:66][CH:65]([CH2:64]3)[CH2:70]1)[CH2:68]2. The catalyst class is: 112. (6) Reactant: [Cl:1][C:2]1[CH:7]=[CH:6][CH:5]=[CH:4][C:3]=1[C:8]1[C:16]2[C:11](=[CH:12][C:13]([C:17]([OH:19])=O)=[CH:14][CH:15]=2)[N:10]([CH:20]([CH3:22])[CH3:21])[N:9]=1.[CH3:23][C:24]1[N:28]=[C:27]([C@H:29]([NH2:31])[CH3:30])[O:26][N:25]=1.Cl.CN(C)CCCN=C=NCC.ON1C2N=CC=CC=2N=N1.CN1CCOCC1. Product: [Cl:1][C:2]1[CH:7]=[CH:6][CH:5]=[CH:4][C:3]=1[C:8]1[C:16]2[C:11](=[CH:12][C:13]([C:17]([NH:31][C@@H:29]([C:27]3[O:26][N:25]=[C:24]([CH3:23])[N:28]=3)[CH3:30])=[O:19])=[CH:14][CH:15]=2)[N:10]([CH:20]([CH3:22])[CH3:21])[N:9]=1. The catalyst class is: 9.